From a dataset of Forward reaction prediction with 1.9M reactions from USPTO patents (1976-2016). Predict the product of the given reaction. (1) The product is: [CH3:18][N:16]1[CH2:17][C@H:4]2[C@@H:5]([N:6]([C:8]([O:10][C:11]([CH3:13])([CH3:14])[CH3:12])=[O:9])[CH2:7][C:2](=[O:1])[NH:3]2)[CH2:15]1. Given the reactants [O:1]=[C:2]1[CH2:7][N:6]([C:8]([O:10][C:11]([CH3:14])([CH3:13])[CH3:12])=[O:9])[C@H:5]2[CH2:15][NH:16][CH2:17][C@@H:4]2[NH:3]1.[C:18](O[BH-](OC(=O)C)OC(=O)C)(=O)C.[Na+], predict the reaction product. (2) The product is: [CH3:4][N:3]1[CH2:20][CH:19]=[C:6]([C:2]2[CH:7]=[C:6]([O:8][CH:9]([CH3:11])[CH3:10])[C:5]([N+:12]([O-:14])=[O:13])=[CH:4][N:3]=2)[CH2:7][CH2:2]1. Given the reactants Cl[C:2]1[CH:7]=[C:6]([O:8][CH:9]([CH3:11])[CH3:10])[C:5]([N+:12]([O-:14])=[O:13])=[CH:4][N:3]=1.O1[CH2:20][CH2:19]OCC1, predict the reaction product.